The task is: Predict the reaction yield, written as a fraction of the theoretical maximum amount of product (1.0 means a 100% yield; for example, 0.34 means a 34% yield).. This data is from Reaction yield outcomes from USPTO patents with 853,638 reactions. (1) The yield is 0.870. No catalyst specified. The product is [N:23]1([C:22]2[C:17]3[N:16]=[N:15][N:14]([CH:11]4[CH2:10][CH2:9][NH:8][CH2:13][CH2:12]4)[C:18]=3[N:19]=[C:20]([C:36]3[CH:37]=[C:32]([CH2:31][OH:30])[CH:33]=[CH:34][CH:35]=3)[N:21]=2)[CH2:24][CH2:25][O:26][CH2:27][CH2:28]1.[OH:30][CH2:31][C:32]1[CH:37]=[C:36]([C:20]2[N:21]=[C:22]([N:23]3[CH2:28][CH2:27][O:26][CH2:25][CH2:24]3)[C:17]3[N:16]=[N:15][N:14]([CH:11]4[CH2:12][CH2:13][N:8]([C:1]([O:3][C:4]([CH3:7])([CH3:6])[CH3:5])=[O:2])[CH2:9][CH2:10]4)[C:18]=3[N:19]=2)[CH:35]=[CH:34][CH:33]=1. The reactants are [C:1]([N:8]1[CH2:13][CH2:12][CH:11]([N:14]2[C:18]3[N:19]=[C:20](Cl)[N:21]=[C:22]([N:23]4[CH2:28][CH2:27][O:26][CH2:25][CH2:24]4)[C:17]=3[N:16]=[N:15]2)[CH2:10][CH2:9]1)([O:3][C:4]([CH3:7])([CH3:6])[CH3:5])=[O:2].[OH:30][CH2:31][C:32]1[CH:33]=[C:34](B(O)O)[CH:35]=[CH:36][CH:37]=1. (2) The reactants are [NH2:1][C:2]1[CH:7]=[C:6]([O:8][C:9]2[CH:14]=[CH:13][C:12]([NH:15][C:16]([C:18]3[C:19](=[O:31])[N:20]([C:25]4[CH:30]=[CH:29][CH:28]=[CH:27][CH:26]=4)[N:21]([CH3:24])[C:22]=3[CH3:23])=[O:17])=[CH:11][C:10]=2[F:32])[CH:5]=[CH:4][N:3]=1.CCN(CC)CC.[CH:40]1([C:43](Cl)=[O:44])[CH2:42][CH2:41]1.C([O-])([O-])=O.[Na+].[Na+]. The catalyst is C(Cl)Cl.O. The product is [CH:40]1([C:43]([NH:1][C:2]2[CH:7]=[C:6]([O:8][C:9]3[CH:14]=[CH:13][C:12]([NH:15][C:16]([C:18]4[C:19](=[O:31])[N:20]([C:25]5[CH:26]=[CH:27][CH:28]=[CH:29][CH:30]=5)[N:21]([CH3:24])[C:22]=4[CH3:23])=[O:17])=[CH:11][C:10]=3[F:32])[CH:5]=[CH:4][N:3]=2)=[O:44])[CH2:42][CH2:41]1. The yield is 0.632. (3) The reactants are [NH2:1][C:2]1[CH:7]=[CH:6][C:5]([S:8][CH2:9][C:10]2[CH:15]=[CH:14][CH:13]=[CH:12][CH:11]=2)=[CH:4][C:3]=1/[CH:16]=[CH:17]/[C:18]([O:20][CH2:21][CH3:22])=[O:19].[Br:23][C:24]1[CH:29]=[CH:28][C:27](I)=[C:26]([O:31][CH3:32])[CH:25]=1.C(=O)([O-])[O-].[Cs+].[Cs+]. The catalyst is CCOC(C)=O.C1C=CC(/C=C/C(/C=C/C2C=CC=CC=2)=O)=CC=1.C1C=CC(/C=C/C(/C=C/C2C=CC=CC=2)=O)=CC=1.C1C=CC(/C=C/C(/C=C/C2C=CC=CC=2)=O)=CC=1.[Pd].[Pd].CC1(C)C2C(=C(P(C3C=CC=CC=3)C3C=CC=CC=3)C=CC=2)OC2C(P(C3C=CC=CC=3)C3C=CC=CC=3)=CC=CC1=2. The product is [CH2:9]([S:8][C:5]1[CH:6]=[CH:7][C:2]([NH:1][C:27]2[CH:28]=[CH:29][C:24]([Br:23])=[CH:25][C:26]=2[O:31][CH3:32])=[C:3](/[CH:16]=[CH:17]/[C:18]([O:20][CH2:21][CH3:22])=[O:19])[CH:4]=1)[C:10]1[CH:15]=[CH:14][CH:13]=[CH:12][CH:11]=1. The yield is 0.830. (4) The reactants are [CH3:1][O:2][C:3]1[N:8]=[C:7](/[CH:9]=[CH:10]/[C:11]2[N:29]=[C:14]3[C@H:15]([C:19]4[CH:24]=[CH:23][CH:22]=[CH:21][C:20]=4[C:25]([F:28])([F:27])[F:26])[CH2:16][CH2:17][CH2:18][N:13]3[N:12]=2)[CH:6]=[CH:5][C:4]=1[N:30]1[CH:34]=[C:33]([CH3:35])[N:32]=[CH:31]1.C1([C@H](NC(C2C=CC=CC=2C(O)=O)=O)C)C=CC=CC=1.Cl. The catalyst is C(OCC)(=O)C. The product is [CH3:1][O:2][C:3]1[N:8]=[C:7](/[CH:9]=[CH:10]/[C:11]2[N:29]=[C:14]3[C@H:15]([C:19]4[CH:24]=[CH:23][CH:22]=[CH:21][C:20]=4[C:25]([F:28])([F:27])[F:26])[CH2:16][CH2:17][CH2:18][N:13]3[N:12]=2)[CH:6]=[CH:5][C:4]=1[N:30]1[CH:34]=[C:33]([CH3:35])[N:32]=[CH:31]1. The yield is 0.793. (5) The reactants are [CH3:1][O:2][C:3]1[CH:12]=[C:11]([O:13][C:14]2[CH:19]=[CH:18][CH:17]=[CH:16][CH:15]=2)[CH:10]=[CH:9][C:4]=1[C:5]([O:7]C)=[O:6].O.[OH-].[Li+].O1CCCC1.Cl. The catalyst is O.CO. The product is [CH3:1][O:2][C:3]1[CH:12]=[C:11]([O:13][C:14]2[CH:19]=[CH:18][CH:17]=[CH:16][CH:15]=2)[CH:10]=[CH:9][C:4]=1[C:5]([OH:7])=[O:6]. The yield is 0.820. (6) The reactants are [C:1]1([CH:9]=[C:7]([OH:8])[CH:6]=[C:4]([OH:5])[CH:3]=1)[OH:2].Cl.[CH3:11][CH2:12][O:13]CC. The catalyst is C(OCC)C.ClCC#N.[Cl-].[Cl-].[Zn+2]. The product is [OH:2][C:1]1[C:9]2[C:12](=[O:13])[CH2:11][O:8][C:7]=2[CH:6]=[C:4]([OH:5])[CH:3]=1. The yield is 0.700. (7) The reactants are [NH:1]([C:3]1[CH:12]=[CH:11][CH:10]=[C:9]2[C:4]=1[CH:5]=[CH:6][CH:7]=[N:8]2)[NH2:2].[C:13]12([CH2:23][CH2:24][C:25](Cl)=[O:26])[CH2:22][CH:17]3[CH2:18][CH:19]([CH2:21][CH:15]([CH2:16]3)[CH2:14]1)[CH2:20]2. No catalyst specified. The product is [C:13]12([CH2:23][CH2:24][C:25]([NH:2][NH:1][C:3]3[CH:12]=[CH:11][CH:10]=[C:9]4[C:4]=3[CH:5]=[CH:6][CH:7]=[N:8]4)=[O:26])[CH2:20][CH:19]3[CH2:18][CH:17]([CH2:16][CH:15]([CH2:21]3)[CH2:14]1)[CH2:22]2. The yield is 0.220. (8) The reactants are [Br:1][C:2]1[C:3]([NH:18][C:19]2[CH:26]=[CH:25][C:22]([C:23]#N)=[CH:21]C=2)=[N:4][C:5](NC2C(C)=CC(C)=CC=2C)=[N:6][CH:7]=1.CCO[CH2:30][CH3:31].Cl.[NH2:33][C:34]1[CH:41]=[CH:40][C:37]([C:38]#[N:39])=[CH:36][CH:35]=1.O1CCOC[CH2:43]1. No catalyst specified. The product is [Br:1][C:2]1[C:3]([NH:18][C:19]2[C:26]([CH3:43])=[CH:25][C:22]([CH3:23])=[CH:21][C:30]=2[CH3:31])=[N:4][C:5]([NH:33][C:34]2[CH:41]=[CH:40][C:37]([C:38]#[N:39])=[CH:36][CH:35]=2)=[N:6][CH:7]=1. The yield is 0.130. (9) The reactants are FC(F)(F)[C:3]([C:5]1[C:13]2[C:8](=[CH:9][C:10]([S:14][CH3:15])=[CH:11][CH:12]=2)[N:7]([CH:16]([CH3:18])[CH3:17])[CH:6]=1)=[O:4].[OH-:21].[Na+]. The catalyst is O1CCCC1. The product is [CH:16]([N:7]1[C:8]2[C:13](=[CH:12][CH:11]=[C:10]([S:14][CH3:15])[CH:9]=2)[C:5]([C:3]([OH:4])=[O:21])=[CH:6]1)([CH3:18])[CH3:17]. The yield is 0.770.